This data is from Forward reaction prediction with 1.9M reactions from USPTO patents (1976-2016). The task is: Predict the product of the given reaction. (1) Given the reactants Br[C:2]1[CH:24]=[CH:23][CH:22]=[CH:21][C:3]=1[CH2:4][C:5]1[S:6][C:7]([CH2:17][C:18]([OH:20])=[O:19])=[C:8]([C:10]2[CH:15]=[CH:14][C:13]([F:16])=[CH:12][CH:11]=2)[N:9]=1.[C:25]([NH:28][C:29]1[CH:30]=[C:31](B(O)O)[CH:32]=[CH:33][CH:34]=1)(=[O:27])[CH3:26], predict the reaction product. The product is: [C:25]([NH:28][C:29]1[CH:34]=[C:33]([C:2]2[CH:24]=[CH:23][CH:22]=[CH:21][C:3]=2[CH2:4][C:5]2[S:6][C:7]([CH2:17][C:18]([OH:20])=[O:19])=[C:8]([C:10]3[CH:15]=[CH:14][C:13]([F:16])=[CH:12][CH:11]=3)[N:9]=2)[CH:32]=[CH:31][CH:30]=1)(=[O:27])[CH3:26]. (2) Given the reactants N1CCC1.[Cl:5][C:6]1[CH:11]=[CH:10][C:9]([CH:12]([C:37]2[CH:42]=[CH:41][C:40]([Cl:43])=[CH:39][CH:38]=2)[N:13]2[CH2:16][C:15](=[C:17]([C:22]3[CH:27]=[CH:26][CH:25]=[C:24]([N:28](C(OC(C)(C)C)=O)[CH3:29])[CH:23]=3)[S:18]([CH3:21])(=[O:20])=[O:19])[CH2:14]2)=[CH:8][CH:7]=1, predict the reaction product. The product is: [Cl:43][C:40]1[CH:41]=[CH:42][C:37]([CH:12]([C:9]2[CH:10]=[CH:11][C:6]([Cl:5])=[CH:7][CH:8]=2)[N:13]2[CH2:16][C:15](=[C:17]([C:22]3[CH:27]=[CH:26][CH:25]=[C:24]([NH:28][CH3:29])[CH:23]=3)[S:18]([CH3:21])(=[O:20])=[O:19])[CH2:14]2)=[CH:38][CH:39]=1.